Dataset: Catalyst prediction with 721,799 reactions and 888 catalyst types from USPTO. Task: Predict which catalyst facilitates the given reaction. (1) Reactant: [OH:1][C:2]1[CH:7]=[CH:6][C:5]([C:8](=[O:12])[CH2:9][CH2:10][CH3:11])=[CH:4][C:3]=1[O:13][CH3:14].Cl[CH2:16][CH2:17][O:18][CH2:19][CH2:20][OH:21].C([O-])([O-])=O.[Cs+].[Cs+].CN(C=O)C. Product: [OH:21][CH2:20][CH2:19][O:18][CH2:17][CH2:16][O:1][C:2]1[CH:7]=[CH:6][C:5]([C:8](=[O:12])[CH2:9][CH2:10][CH3:11])=[CH:4][C:3]=1[O:13][CH3:14]. The catalyst class is: 6. (2) Reactant: [CH:1]1([NH:4][C:5]2[C:6]3[S:13][CH:12]=[C:11]([C:14]([OH:16])=O)[C:7]=3[N:8]=[CH:9][N:10]=2)[CH2:3][CH2:2]1.[NH2:17][C:18]1[CH:19]=[C:20]([NH:25][C:26](=[O:32])[O:27][C:28]([CH3:31])([CH3:30])[CH3:29])[CH:21]=[CH:22][C:23]=1[CH3:24].CCN=C=NCCCN(C)C.C1C=CC2N(O)N=NC=2C=1. Product: [CH:1]1([NH:4][C:5]2[C:6]3[S:13][CH:12]=[C:11]([C:14]([NH:17][C:18]4[CH:19]=[C:20]([NH:25][C:26](=[O:32])[O:27][C:28]([CH3:30])([CH3:29])[CH3:31])[CH:21]=[CH:22][C:23]=4[CH3:24])=[O:16])[C:7]=3[N:8]=[CH:9][N:10]=2)[CH2:2][CH2:3]1. The catalyst class is: 18. (3) Reactant: [Cl:1][C:2]1[CH:7]=[CH:6][C:5]([N+:8]([O-:10])=[O:9])=[C:4](F)[CH:3]=1.[NH:12]1[C:20]2[C:15](=[N:16][CH:17]=[CH:18][CH:19]=2)[N:14]=[N:13]1.C(=O)([O-])[O-].[K+].[K+]. Product: [Cl:1][C:2]1[CH:7]=[CH:6][C:5]([N+:8]([O-:10])=[O:9])=[C:4]([N:12]2[C:20]3[C:15](=[N:16][CH:17]=[CH:18][CH:19]=3)[N:14]=[N:13]2)[CH:3]=1. The catalyst class is: 3. (4) Product: [C:1]([O:6][CH3:7])(=[O:5])[C:2]([CH3:4])=[CH2:3].[C:8]([O:12][CH2:13][CH2:14][CH2:15][CH3:16])(=[O:11])[CH:9]=[CH2:10]. Reactant: [C:1]([O:6][CH3:7])(=[O:5])[C:2]([CH3:4])=[CH2:3].[C:8]([O:12][CH2:13][CH2:14][CH2:15][CH3:16])(=[O:11])[CH:9]=[CH2:10].S(OOS([O-])(=O)=O)([O-])(=O)=O.[K+].[K+]. The catalyst class is: 6. (5) Reactant: [CH2:1]([O:3][C:4]([N:6]([CH2:16][CH3:17])[C:7]1[S:11][CH:10]=[C:9]([C:12]([OH:14])=O)[C:8]=1[CH3:15])=[O:5])[CH3:2].[NH2:18][CH2:19][C:20]1[C:21](=[O:28])[NH:22][C:23]([CH3:27])=[CH:24][C:25]=1[CH3:26].C(Cl)CCl.C1C=NC2N(O)N=NC=2C=1.CN1CCOCC1. Product: [CH3:26][C:25]1[CH:24]=[C:23]([CH3:27])[NH:22][C:21](=[O:28])[C:20]=1[CH2:19][NH:18][C:12]([C:9]1[C:8]([CH3:15])=[C:7]([N:6]([CH2:16][CH3:17])[C:4](=[O:5])[O:3][CH2:1][CH3:2])[S:11][CH:10]=1)=[O:14]. The catalyst class is: 18.